Dataset: Peptide-MHC class I binding affinity with 185,985 pairs from IEDB/IMGT. Task: Regression. Given a peptide amino acid sequence and an MHC pseudo amino acid sequence, predict their binding affinity value. This is MHC class I binding data. (1) The peptide sequence is MEFSLTDPRL. The MHC is Mamu-A11 with pseudo-sequence Mamu-A11. The binding affinity (normalized) is 0.871. (2) The peptide sequence is IITRYYPL. The MHC is H-2-Kb with pseudo-sequence H-2-Kb. The binding affinity (normalized) is 1.00.